From a dataset of Catalyst prediction with 721,799 reactions and 888 catalyst types from USPTO. Predict which catalyst facilitates the given reaction. Reactant: Cl[C:2]1[CH:7]=[C:6]([I:8])[CH:5]=[C:4]([C:9]([F:12])([F:11])[F:10])[N:3]=1.[CH3:13][O:14][C:15]1[CH:16]=[C:17](NC=O)[CH:18]=[CH:19][C:20]=1[O:21][CH3:22].C[CH2:27][N:28](CC)CC. Product: [CH3:13][O:14][C:15]1[CH:16]=[C:17]([CH:18]=[CH:19][C:20]=1[O:21][CH3:22])[CH2:27][NH:28][C:2]1[CH:7]=[C:6]([I:8])[CH:5]=[C:4]([C:9]([F:12])([F:11])[F:10])[N:3]=1. The catalyst class is: 37.